Dataset: Full USPTO retrosynthesis dataset with 1.9M reactions from patents (1976-2016). Task: Predict the reactants needed to synthesize the given product. (1) Given the product [CH:19]1([C:18]2[C:17]3[C:12](=[CH:13][C:14]([C:25]([O:27][CH3:28])=[O:26])=[CH:15][CH:16]=3)[NH:11][C:10]=2[C:6]2[CH:7]=[CH:8][CH:9]=[C:4]([CH2:1][CH2:2][CH3:3])[C:5]=2[OH:29])[CH2:24][CH2:23][CH2:22][CH2:21][CH2:20]1, predict the reactants needed to synthesize it. The reactants are: [CH2:1]([C:4]1[C:5]([OH:29])=[C:6]([C:10]2[NH:11][C:12]3[C:17]([C:18]=2[CH:19]2[CH2:24][CH2:23][CH2:22][CH2:21][CH2:20]2)=[CH:16][CH:15]=[C:14]([C:25]([O:27][CH3:28])=[O:26])[CH:13]=3)[CH:7]=[CH:8][CH:9]=1)[CH:2]=[CH2:3]. (2) The reactants are: CS(C)=O.C(Cl)(=O)C(Cl)=O.[C:11](=[C:14]1[CH2:19][CH2:18][C:17]([CH2:20][OH:21])=[CH:16][CH2:15]1)([CH3:13])[CH3:12].C(N(CC)CC)C. Given the product [C:11](=[C:14]1[CH2:19][CH2:18][C:17]([CH:20]=[O:21])=[CH:16][CH2:15]1)([CH3:13])[CH3:12], predict the reactants needed to synthesize it. (3) Given the product [OH:23][CH:2]([C:13]1[CH:18]=[CH:17][C:16]([O:19][CH3:20])=[CH:15][CH:14]=1)[C:3]([C:5]1[CH:6]=[N:7][C:8]([O:11][CH3:12])=[CH:9][CH:10]=1)=[O:4], predict the reactants needed to synthesize it. The reactants are: Br[CH:2]([C:13]1[CH:18]=[CH:17][C:16]([O:19][CH3:20])=[CH:15][CH:14]=1)[C:3]([C:5]1[CH:6]=[N:7][C:8]([O:11][CH3:12])=[CH:9][CH:10]=1)=[O:4].CC(C)=[O:23]. (4) Given the product [CH3:17][C:15]1[CH:16]=[C:8]([CH2:7][OH:6])[CH:9]=[C:10]2[C:14]=1[NH:13][CH:12]=[CH:11]2, predict the reactants needed to synthesize it. The reactants are: C([SiH2][O:6][C:7](C)(C)[C:8]1[CH:9]=[C:10]2[C:14](=[C:15]([CH3:17])[CH:16]=1)[NH:13][CH:12]=[CH:11]2)(C)(C)C.[F-].C([N+](CCCC)(CCCC)CCCC)CCC. (5) Given the product [CH3:14][O:13][C:11]1[CH:10]=[CH:9][C:7]2[N:8]3[C:15]([CH3:16])=[N:2][N:1]=[C:3]3[N:4]=[N:5][C:6]=2[CH:12]=1, predict the reactants needed to synthesize it. The reactants are: [NH:1]([C:3]1[N:4]=[N:5][C:6]2[CH:12]=[C:11]([O:13][CH3:14])[CH:10]=[CH:9][C:7]=2[N:8]=1)[NH2:2].[CH2:15](OC(OCC)(OCC)C)[CH3:16]. (6) Given the product [NH2:1][C:2]1[CH:3]=[C:4]([CH:7]=[CH:8][C:9]=1[N:10]1[C:18]2[C:13](=[C:14]([N:19]3[CH:23]=[C:22]([C:24]4[CH:25]=[N:26][N:27]([CH3:29])[CH:28]=4)[N:21]=[CH:20]3)[CH:15]=[CH:16][CH:17]=2)[C:12]([C:30]([F:33])([F:32])[F:31])=[N:11]1)[C:5]([NH2:6])=[O:34], predict the reactants needed to synthesize it. The reactants are: [NH2:1][C:2]1[CH:3]=[C:4]([CH:7]=[CH:8][C:9]=1[N:10]1[C:18]2[C:13](=[C:14]([N:19]3[CH:23]=[C:22]([C:24]4[CH:25]=[N:26][N:27]([CH3:29])[CH:28]=4)[N:21]=[CH:20]3)[CH:15]=[CH:16][CH:17]=2)[C:12]([C:30]([F:33])([F:32])[F:31])=[N:11]1)[C:5]#[N:6].[OH-:34].[Na+].OO.[Cl-].[NH4+]. (7) Given the product [NH:9]([C:2]1[CH:7]=[CH:6][C:5]([CH3:8])=[CH:4][N:3]=1)[NH2:10], predict the reactants needed to synthesize it. The reactants are: Br[C:2]1[CH:7]=[CH:6][C:5]([CH3:8])=[CH:4][N:3]=1.[NH2:9][NH2:10].O. (8) Given the product [CH3:30][O:29][C:5]1[CH:4]=[C:3]([O:38][CH3:31])[CH:12]=[C:11]2[C:6]=1[C:7](=[O:28])[NH:8][C:9]([C:13]1[CH:18]=[CH:17][CH:16]=[C:15]([N:19]3[CH2:20][CH2:21][N:22]([CH3:25])[C:23](=[O:49])[CH2:24]3)[N:14]=1)=[N:10]2, predict the reactants needed to synthesize it. The reactants are: Cl.F[C:3]1[CH:12]=[C:11]2[C:6]([C:7](=[O:28])[NH:8][C:9]([C:13]3[CH:18]=[CH:17][CH:16]=[C:15]([N:19]4[CH2:24][CH2:23][N:22]([CH:25](C)C)[CH2:21][CH2:20]4)[N:14]=3)=[N:10]2)=[C:5]([O:29][CH3:30])[CH:4]=1.[CH2:31]([O:38]C1C=CC(OC)=C(C=1)C=O)C1C=CC=CC=1.[OH-:49].[Li+].